Dataset: NCI-60 drug combinations with 297,098 pairs across 59 cell lines. Task: Regression. Given two drug SMILES strings and cell line genomic features, predict the synergy score measuring deviation from expected non-interaction effect. (1) Drug 1: CCN(CC)CCCC(C)NC1=C2C=C(C=CC2=NC3=C1C=CC(=C3)Cl)OC. Drug 2: C(CN)CNCCSP(=O)(O)O. Cell line: HS 578T. Synergy scores: CSS=15.2, Synergy_ZIP=5.09, Synergy_Bliss=13.5, Synergy_Loewe=4.02, Synergy_HSA=7.56. (2) Synergy scores: CSS=65.5, Synergy_ZIP=1.15, Synergy_Bliss=1.46, Synergy_Loewe=-0.185, Synergy_HSA=3.45. Drug 2: COC1=CC(=CC(=C1O)OC)C2C3C(COC3=O)C(C4=CC5=C(C=C24)OCO5)OC6C(C(C7C(O6)COC(O7)C8=CC=CS8)O)O. Drug 1: C1CC(=O)NC(=O)C1N2CC3=C(C2=O)C=CC=C3N. Cell line: ACHN. (3) Drug 1: C1CC(=O)NC(=O)C1N2CC3=C(C2=O)C=CC=C3N. Drug 2: CC(C)CN1C=NC2=C1C3=CC=CC=C3N=C2N. Cell line: NCI-H522. Synergy scores: CSS=5.05, Synergy_ZIP=-0.538, Synergy_Bliss=2.93, Synergy_Loewe=1.66, Synergy_HSA=1.65. (4) Drug 1: CC(C)CN1C=NC2=C1C3=CC=CC=C3N=C2N. Drug 2: CC1CCCC2(C(O2)CC(NC(=O)CC(C(C(=O)C(C1O)C)(C)C)O)C(=CC3=CSC(=N3)C)C)C. Cell line: SF-539. Synergy scores: CSS=18.0, Synergy_ZIP=2.90, Synergy_Bliss=-2.51, Synergy_Loewe=-28.7, Synergy_HSA=-12.7. (5) Synergy scores: CSS=-1.82, Synergy_ZIP=-0.384, Synergy_Bliss=-2.69, Synergy_Loewe=-8.10, Synergy_HSA=-7.29. Cell line: SK-MEL-2. Drug 2: CC12CCC3C(C1CCC2OP(=O)(O)O)CCC4=C3C=CC(=C4)OC(=O)N(CCCl)CCCl.[Na+]. Drug 1: CS(=O)(=O)C1=CC(=C(C=C1)C(=O)NC2=CC(=C(C=C2)Cl)C3=CC=CC=N3)Cl. (6) Drug 1: CC1C(C(=O)NC(C(=O)N2CCCC2C(=O)N(CC(=O)N(C(C(=O)O1)C(C)C)C)C)C(C)C)NC(=O)C3=C4C(=C(C=C3)C)OC5=C(C(=O)C(=C(C5=N4)C(=O)NC6C(OC(=O)C(N(C(=O)CN(C(=O)C7CCCN7C(=O)C(NC6=O)C(C)C)C)C)C(C)C)C)N)C. Drug 2: CCC1(CC2CC(C3=C(CCN(C2)C1)C4=CC=CC=C4N3)(C5=C(C=C6C(=C5)C78CCN9C7C(C=CC9)(C(C(C8N6C=O)(C(=O)OC)O)OC(=O)C)CC)OC)C(=O)OC)O.OS(=O)(=O)O. Cell line: OVCAR-5. Synergy scores: CSS=43.4, Synergy_ZIP=-0.250, Synergy_Bliss=-0.0690, Synergy_Loewe=2.77, Synergy_HSA=2.56.